Dataset: Catalyst prediction with 721,799 reactions and 888 catalyst types from USPTO. Task: Predict which catalyst facilitates the given reaction. (1) Reactant: Br[C:2]1[CH:3]=[C:4]([F:11])[CH:5]=[C:6]2[C:10]=1[NH:9][N:8]=[CH:7]2.[H-].[Na+].C([Li])(C)(C)C.CN(C)[CH:21]=[O:22]. Product: [F:11][C:4]1[CH:5]=[C:6]2[C:10](=[C:2]([CH:21]=[O:22])[CH:3]=1)[NH:9][N:8]=[CH:7]2. The catalyst class is: 7. (2) Reactant: [OH:1][C:2]1[CH:9]=[CH:8][C:7]([O:10][CH3:11])=[CH:6][C:3]=1[CH:4]=O.Cl.[NH2:13]O.C([O-])=O.[Na+]. Product: [C:4]([C:3]1[CH:6]=[C:7]([O:10][CH3:11])[CH:8]=[CH:9][C:2]=1[OH:1])#[N:13]. The catalyst class is: 106. (3) Reactant: C(OC([N:8]1[CH2:13][CH2:12][CH:11]([O:14][C:15]2[CH:20]=[CH:19][C:18]([CH:21]3[CH2:23][CH2:22]3)=[CH:17][CH:16]=2)[CH2:10][CH2:9]1)=O)(C)(C)C.Cl.C(OCC)(=O)C.O. Product: [CH:21]1([C:18]2[CH:19]=[CH:20][C:15]([O:14][CH:11]3[CH2:12][CH2:13][NH:8][CH2:9][CH2:10]3)=[CH:16][CH:17]=2)[CH2:22][CH2:23]1. The catalyst class is: 13. (4) Reactant: [NH2:1][C:2]1[C:3]2[N:4]([C:13]([CH3:17])=[C:14]([CH3:16])[N:15]=2)[CH:5]=[C:6]([C:8]([O:10][CH2:11][CH3:12])=[O:9])[CH:7]=1.[CH2:18]([C:20]1[CH:27]=[CH:26][CH:25]=[C:24]([CH3:28])[C:21]=1[CH2:22]Cl)[CH3:19].C(=O)([O-])[O-].[Na+].[Na+].[I-].[K+]. Product: [CH3:16][C:14]1[N:15]=[C:3]2[C:2]([NH:1][CH2:22][C:21]3[C:24]([CH3:28])=[CH:25][CH:26]=[CH:27][C:20]=3[CH2:18][CH3:19])=[CH:7][C:6]([C:8]([O:10][CH2:11][CH3:12])=[O:9])=[CH:5][N:4]2[C:13]=1[CH3:17]. The catalyst class is: 21. (5) Product: [Br:23][C:24]1[CH:33]=[C:32]2[C:27]([C:28]([C:5]3[CH:6]=[CH:7][C:8]([C:10]([F:11])([F:12])[F:13])=[CH:9][C:4]=3[CH:1]3[CH2:2][CH2:3]3)=[N:29][CH:30]=[N:31]2)=[CH:26][CH:25]=1. Reactant: [CH:1]1([C:4]2[CH:9]=[C:8]([C:10]([F:13])([F:12])[F:11])[CH:7]=[CH:6][C:5]=2B2OC(C)(C)C(C)(C)O2)[CH2:3][CH2:2]1.[Br:23][C:24]1[CH:33]=[C:32]2[C:27]([C:28](Cl)=[N:29][CH:30]=[N:31]2)=[CH:26][CH:25]=1.C(=O)([O-])[O-].[K+].[K+].O. The catalyst class is: 440. (6) Reactant: [N+:1]([C:4]1[CH:5]=[C:6]([S:10](Cl)(=[O:12])=[O:11])[CH:7]=[CH:8][CH:9]=1)([O-:3])=[O:2].[CH2:14]([O:17][C:18]([NH:20][CH:21]([C:28]1[CH:33]=[CH:32][CH:31]=[C:30]([NH2:34])[CH:29]=1)[CH2:22][C:23]([O:25][CH2:26][CH3:27])=[O:24])=[O:19])[CH:15]=[CH2:16]. Product: [CH2:14]([O:17][C:18]([NH:20][CH:21]([C:28]1[CH:33]=[CH:32][CH:31]=[C:30]([NH:34][S:10]([C:6]2[CH:7]=[CH:8][CH:9]=[C:4]([N+:1]([O-:3])=[O:2])[CH:5]=2)(=[O:12])=[O:11])[CH:29]=1)[CH2:22][C:23]([O:25][CH2:26][CH3:27])=[O:24])=[O:19])[CH:15]=[CH2:16]. The catalyst class is: 17.